From a dataset of Forward reaction prediction with 1.9M reactions from USPTO patents (1976-2016). Predict the product of the given reaction. (1) Given the reactants Br[C:2](Br)=[CH:3][C:4]1[CH:12]=[CH:11][C:7]2[O:8][CH2:9][O:10][C:6]=2[CH:5]=1.C([Li])CCC, predict the reaction product. The product is: [C:3]([C:4]1[CH:12]=[CH:11][C:7]2[O:8][CH2:9][O:10][C:6]=2[CH:5]=1)#[CH:2]. (2) Given the reactants [CH3:1][O:2][C:3]1[CH:22]=[CH:21][C:6]([CH2:7][C@@H:8]2[C:12]3=[N:13][C:14]4[CH:19]=[CH:18][CH:17]=[CH:16][C:15]=4[N:11]3[C:10](=[O:20])[NH:9]2)=[CH:5][CH:4]=1.[C:23]1([CH3:31])[CH:28]=[CH:27][CH:26]=[CH:25][C:24]=1[CH2:29][NH2:30], predict the reaction product. The product is: [NH:13]1[C:14]2[CH:19]=[CH:18][CH:17]=[CH:16][C:15]=2[N:11]=[C:12]1[C@H:8]([NH:9][C:10]([NH:30][CH2:29][C:24]1[CH:25]=[CH:26][CH:27]=[CH:28][C:23]=1[CH3:31])=[O:20])[CH2:7][C:6]1[CH:21]=[CH:22][C:3]([O:2][CH3:1])=[CH:4][CH:5]=1. (3) Given the reactants C([Li])CCC.[C:6](#[N:8])[CH3:7].[CH3:9][CH:10]([CH3:18])[CH2:11][CH2:12][C:13](OCC)=[O:14].Cl, predict the reaction product. The product is: [CH3:9][CH:10]([CH3:18])[CH2:11][CH2:12][C:13](=[O:14])[CH2:7][C:6]#[N:8]. (4) Given the reactants Br[C:2]1[C:3]([C:8]2[C:9]([F:27])=[C:10]([NH:15][S:16]([C:19]3[CH:24]=[C:23]([F:25])[CH:22]=[CH:21][C:20]=3[F:26])(=[O:18])=[O:17])[CH:11]=[CH:12][C:13]=2[F:14])=[N:4][N:5]([CH3:7])[CH:6]=1.CC1(C)C(C)(C)OB([C:36]2[CH:41]=[CH:40][N:39]=[CH:38][CH:37]=2)O1.C(=O)([O-])[O-].[Na+].[Na+], predict the reaction product. The product is: [CH3:7][N:5]1[CH:6]=[C:2]([C:36]2[CH:41]=[CH:40][N:39]=[CH:38][CH:37]=2)[C:3]([C:8]2[C:9]([F:27])=[C:10]([NH:15][S:16]([C:19]3[CH:24]=[C:23]([F:25])[CH:22]=[CH:21][C:20]=3[F:26])(=[O:18])=[O:17])[CH:11]=[CH:12][C:13]=2[F:14])=[N:4]1. (5) Given the reactants C([O:3][C:4](=[O:31])[CH2:5][N:6]1[C:14]2[C:9](=[CH:10][CH:11]=[C:12]([O:15][CH2:16][CH2:17][CH2:18][C:19]#[C:20][C:21]3[CH:26]=[CH:25][CH:24]=[C:23]([C:27]([F:30])([F:29])[F:28])[CH:22]=3)[CH:13]=2)[CH:8]=[CH:7]1)C.[Li+].[OH-], predict the reaction product. The product is: [F:29][C:27]([F:28])([F:30])[C:23]1[CH:22]=[C:21]([C:20]#[C:19][CH2:18][CH2:17][CH2:16][O:15][C:12]2[CH:13]=[C:14]3[C:9]([CH:8]=[CH:7][N:6]3[CH2:5][C:4]([OH:31])=[O:3])=[CH:10][CH:11]=2)[CH:26]=[CH:25][CH:24]=1. (6) Given the reactants CN1CCCC1=O.Cl[C:9]1[CH:16]=[CH:15][C:12]([C:13]#[N:14])=[CH:11][C:10]=1[N+:17]([O-:19])=[O:18].[C:20]1(B(O)O)[CH:25]=[CH:24][CH:23]=[CH:22][CH:21]=1.[F-].[Cs+], predict the reaction product. The product is: [N+:17]([C:10]1[CH:11]=[C:12]([C:13]#[N:14])[CH:15]=[CH:16][C:9]=1[C:20]1[CH:25]=[CH:24][CH:23]=[CH:22][CH:21]=1)([O-:19])=[O:18].